This data is from Full USPTO retrosynthesis dataset with 1.9M reactions from patents (1976-2016). The task is: Predict the reactants needed to synthesize the given product. The reactants are: [C:1]([C:5]1[CH:25]=[CH:24][C:8]([C:9]([NH:11][CH2:12][CH2:13][C:14]2[CH:19]=[CH:18][CH:17]=[C:16]([C:20]([F:23])([F:22])[F:21])[CH:15]=2)=O)=[C:7]([F:26])[CH:6]=1)([CH3:4])([CH3:3])[CH3:2].Cl.[OH-].[Na+]. Given the product [C:1]([C:5]1[CH:25]=[CH:24][C:8]([CH2:9][NH:11][CH2:12][CH2:13][C:14]2[CH:19]=[CH:18][CH:17]=[C:16]([C:20]([F:23])([F:22])[F:21])[CH:15]=2)=[C:7]([F:26])[CH:6]=1)([CH3:4])([CH3:2])[CH3:3], predict the reactants needed to synthesize it.